The task is: Predict the reaction yield, written as a fraction of the theoretical maximum amount of product (1.0 means a 100% yield; for example, 0.34 means a 34% yield).. This data is from Reaction yield outcomes from USPTO patents with 853,638 reactions. (1) The reactants are [F:1][C:2]([F:23])([F:22])[C:3]1[N:8]=[CH:7][C:6]([C@H:9]([NH:11][C:12]2[C:13]3[CH2:21][NH:20][CH2:19][CH2:18][C:14]=3[N:15]=[CH:16][N:17]=2)[CH3:10])=[CH:5][CH:4]=1.[Br:24][C:25]1[CH:26]=[CH:27][C:28](F)=[C:29]([CH:32]=1)[C:30]#[N:31].C(N(CC)C(C)C)(C)C. The catalyst is C(#N)C. The product is [Br:24][C:25]1[CH:26]=[CH:27][C:28]([N:20]2[CH2:19][CH2:18][C:14]3[N:15]=[CH:16][N:17]=[C:12]([NH:11][C@@H:9]([C:6]4[CH:7]=[N:8][C:3]([C:2]([F:1])([F:22])[F:23])=[CH:4][CH:5]=4)[CH3:10])[C:13]=3[CH2:21]2)=[C:29]([CH:32]=1)[C:30]#[N:31]. The yield is 0.540. (2) The catalyst is O.C(O)C.C1(C)C=CC=CC=1.C1C=CC([P]([Pd]([P](C2C=CC=CC=2)(C2C=CC=CC=2)C2C=CC=CC=2)([P](C2C=CC=CC=2)(C2C=CC=CC=2)C2C=CC=CC=2)[P](C2C=CC=CC=2)(C2C=CC=CC=2)C2C=CC=CC=2)(C2C=CC=CC=2)C2C=CC=CC=2)=CC=1. The yield is 0.580. The product is [NH2:21][C:18]1[N:19]=[CH:20][C:15]([C:30]2[CH:31]=[CH:32][C:27]([C:25]([OH:26])=[O:24])=[N:28][CH:29]=2)=[CH:16][N:17]=1. The reactants are C(=O)([O-])[O-].[Na+].[Na+].CC1(C)C(C)(C)OB([C:15]2[CH:16]=[N:17][C:18]([NH2:21])=[N:19][CH:20]=2)O1.C[O:24][C:25]([C:27]1[CH:32]=[CH:31][C:30](Br)=[CH:29][N:28]=1)=[O:26]. (3) The reactants are Cl[C:2]1[C:7]([Cl:8])=[N:6][CH:5]=[CH:4][N:3]=1.[CH3:9][NH2:10]. The catalyst is C1COCC1. The product is [Cl:8][C:7]1[C:2]([NH:10][CH3:9])=[N:3][CH:4]=[CH:5][N:6]=1. The yield is 0.436. (4) The reactants are Br[C:2]1[CH:21]=[CH:20][C:5]2[N:6]([C:13]([O:15][CH2:16][CH:17]([CH3:19])[CH3:18])=[O:14])[C:7]([NH:9][CH2:10][CH2:11][F:12])=[N:8][C:4]=2[CH:3]=1.[CH3:22][C:23]([O:26][C:27]([N:29]1[CH2:35][C:34]2[CH:36]=[C:37](B(O)O)[CH:38]=[CH:39][C:33]=2[O:32][CH2:31][CH2:30]1)=[O:28])([CH3:25])[CH3:24].CCN(C(C)C)C(C)C.ClC(OCC(C)C)=O. The catalyst is C(OCC)(=O)C.O.O1CCOCC1. The product is [F:12][CH2:11][CH2:10][NH:9][C:7]1[N:6]([C:13]([O:15][CH2:16][CH:17]([CH3:19])[CH3:18])=[O:14])[C:5]2[CH:20]=[CH:21][C:2]([C:37]3[CH:38]=[CH:39][C:33]4[O:32][CH2:31][CH2:30][N:29]([C:27]([O:26][C:23]([CH3:24])([CH3:22])[CH3:25])=[O:28])[CH2:35][C:34]=4[CH:36]=3)=[CH:3][C:4]=2[N:8]=1. The yield is 0.750. (5) The reactants are [CH3:1][C:2]1([CH3:12])[C:11]2[C:6](=[CH:7][CH:8]=[CH:9][CH:10]=2)[NH:5][CH2:4][CH2:3]1.[N+:13]([O-])([O-:15])=[O:14].[K+].C([O-])([O-])=O.[Na+].[Na+]. The catalyst is OS(O)(=O)=O. The product is [CH3:1][C:2]1([CH3:12])[C:11]2[C:6](=[CH:7][C:8]([N+:13]([O-:15])=[O:14])=[CH:9][CH:10]=2)[NH:5][CH2:4][CH2:3]1. The yield is 0.500.